This data is from Full USPTO retrosynthesis dataset with 1.9M reactions from patents (1976-2016). The task is: Predict the reactants needed to synthesize the given product. (1) Given the product [O:1]=[CH:2][C@H:3]([C@H:5]([C@@H:7]([C@@H:9]([CH2:11][OH:12])[OH:10])[OH:8])[OH:6])[OH:4], predict the reactants needed to synthesize it. The reactants are: [O:1]=[CH:2][C@@H:3]([C@H:5]([C@@H:7]([C@@H:9]([CH2:11][OH:12])[OH:10])[OH:8])[OH:6])[OH:4].O=C[C@@H]([C@H]([C@@H](CO)O)O)O.O=C[C@H]([C@@H]([C@@H](CO)O)O)O.O=C[C@@H]([C@H]([C@@H](CO)O)O)O.O=C[C@H]([C@@H]([C@@H](CO)O)O)O. (2) Given the product [CH3:1][O:2][C:3]1[CH:4]=[C:5]2[C:6](=[CH:11][CH:12]=1)[C:7](=[O:8])[N:9]([CH3:10])[CH:14]=[C:13]2[C:16]1[CH:21]=[CH:20][CH:19]=[CH:18][CH:17]=1, predict the reactants needed to synthesize it. The reactants are: [CH3:1][O:2][C:3]1[CH:12]=[CH:11][C:6]([C:7]([NH:9][CH3:10])=[O:8])=[C:5]([CH:13]([C:16]2[CH:21]=[CH:20][CH:19]=[CH:18][CH:17]=2)[CH:14]=O)[CH:4]=1. (3) Given the product [NH:37]1[C:38]2[C:34](=[CH:33][CH:32]=[C:31]([NH:30][C:2]3[N:29]=[CH:28][CH:27]=[CH:26][C:3]=3[C:4]([NH:6][C:7]3[CH:12]=[C:11]([C:13]([F:16])([F:15])[F:14])[CH:10]=[C:9]([CH2:17][CH2:18][CH2:19][N:20]4[CH2:25][CH2:24][O:23][CH2:22][CH2:21]4)[CH:8]=3)=[O:5])[CH:39]=2)[CH:35]=[N:36]1, predict the reactants needed to synthesize it. The reactants are: Cl[C:2]1[N:29]=[CH:28][CH:27]=[CH:26][C:3]=1[C:4]([NH:6][C:7]1[CH:12]=[C:11]([C:13]([F:16])([F:15])[F:14])[CH:10]=[C:9]([CH2:17][CH2:18][CH2:19][N:20]2[CH2:25][CH2:24][O:23][CH2:22][CH2:21]2)[CH:8]=1)=[O:5].[NH2:30][C:31]1[CH:39]=[C:38]2[C:34]([CH:35]=[N:36][NH:37]2)=[CH:33][CH:32]=1.C(O)(C(F)(F)F)=O. (4) Given the product [CH2:1]([O:8][C@H:9]1[C@H:14]([O:15][CH2:16][C:17]2[CH:22]=[CH:21][CH:20]=[CH:19][CH:18]=2)[C@@H:13]([O:23][CH2:24][C:25]2[CH:26]=[CH:27][CH:28]=[CH:29][CH:30]=2)[C@@:12]([C:33]2[CH:38]=[CH:37][C:36]([Cl:39])=[C:35]([CH2:40][C:41]3[CH:46]=[CH:45][C:44]([O:47][CH2:48][CH3:49])=[C:43]([F:50])[C:42]=3[F:51])[CH:34]=2)([O:31][CH3:32])[O:11][C:10]1([CH2:54][OH:55])[CH2:52][OH:53])[C:2]1[CH:7]=[CH:6][CH:5]=[CH:4][CH:3]=1, predict the reactants needed to synthesize it. The reactants are: [CH2:1]([O:8][C@H:9]1[C@H:14]([O:15][CH2:16][C:17]2[CH:22]=[CH:21][CH:20]=[CH:19][CH:18]=2)[C@@H:13]([O:23][CH2:24][C:25]2[CH:30]=[CH:29][CH:28]=[CH:27][CH:26]=2)[C@@:12]([C:33]2[CH:38]=[CH:37][C:36]([Cl:39])=[C:35]([CH2:40][C:41]3[CH:46]=[CH:45][C:44]([O:47][CH2:48][CH3:49])=[C:43]([F:50])[C:42]=3[F:51])[CH:34]=2)([O:31][CH3:32])[O:11][C@@:10]1([CH2:54][OH:55])[CH:52]=[O:53])[C:2]1[CH:7]=[CH:6][CH:5]=[CH:4][CH:3]=1.[BH4-].[Na+]. (5) Given the product [CH2:1]([OH:10])[CH2:2][CH2:3][CH2:4][CH2:5][CH2:6][C:7]#[CH:8], predict the reactants needed to synthesize it. The reactants are: [CH2:1]([OH:10])[CH2:2][CH2:3][CH2:4][CH2:5][CH2:6][CH2:7][C:8]#C.C(O)CC#CCCCC.